Dataset: Catalyst prediction with 721,799 reactions and 888 catalyst types from USPTO. Task: Predict which catalyst facilitates the given reaction. (1) Reactant: [OH:1][CH2:2][C:3]([O:5][CH3:6])=[O:4].[H-].[Na+].[Br:9][C:10]1[CH:15]=[CH:14][CH:13]=[C:12]([CH2:16]Br)[CH:11]=1. Product: [Br:9][C:10]1[CH:11]=[C:12]([CH:13]=[CH:14][CH:15]=1)[CH2:16][O:1][CH2:2][C:3]([O:5][CH3:6])=[O:4]. The catalyst class is: 1. (2) Reactant: [CH3:1][O:2][C:3]1[CH:8]=[CH:7][C:6]([O:9][CH3:10])=[CH:5][C:4]=1[C:11]1([C:17]2[CH:22]=[CH:21][CH:20]=[CH:19][CH:18]=2)[CH2:16][C:13]2([CH2:15][CH2:14]2)[CH2:12]1. Product: [CH3:14][C:13]1([CH3:15])[CH2:12][C:11]([C:4]2[CH:5]=[C:6]([O:9][CH3:10])[CH:7]=[CH:8][C:3]=2[O:2][CH3:1])([C:17]2[CH:18]=[CH:19][CH:20]=[CH:21][CH:22]=2)[CH2:16]1. The catalyst class is: 130. (3) Reactant: [C:1]([O:5][C:6](=[O:21])[C:7]([S:10][C:11]1[CH:12]=[C:13]2[C:17](=[CH:18][CH:19]=1)[CH2:16][CH:15]([NH2:20])[CH2:14]2)([CH3:9])[CH3:8])([CH3:4])([CH3:3])[CH3:2].[CH:22](=O)[CH2:23][CH2:24][CH:25]=[CH2:26].C(O[BH-](OC(=O)C)OC(=O)C)(=O)C.[Na+]. Product: [C:1]([O:5][C:6](=[O:21])[C:7]([CH3:9])([S:10][C:11]1[CH:12]=[C:13]2[C:17](=[CH:18][CH:19]=1)[CH2:16][CH:15]([NH:20][CH2:26][CH2:25][CH2:24][CH:23]=[CH2:22])[CH2:14]2)[CH3:8])([CH3:2])([CH3:3])[CH3:4]. The catalyst class is: 279.